This data is from Full USPTO retrosynthesis dataset with 1.9M reactions from patents (1976-2016). The task is: Predict the reactants needed to synthesize the given product. (1) Given the product [Br:1][C:2]1[C:3]2[O:16][CH2:18][CH2:19][CH2:20][N:8]([C:9]([O:10][C:11]([CH3:12])([CH3:13])[CH3:14])=[O:15])[C:4]=2[CH:5]=[CH:6][CH:7]=1, predict the reactants needed to synthesize it. The reactants are: [Br:1][C:2]1[C:3]([OH:16])=[C:4]([NH:8][C:9](=[O:15])[O:10][C:11]([CH3:14])([CH3:13])[CH3:12])[CH:5]=[CH:6][CH:7]=1.Br[CH2:18][CH2:19][CH2:20]Br.C([O-])([O-])=O.[K+].[K+]. (2) Given the product [CH3:1][C:2]1[N:3]([CH2:30][C:31]([OH:33])=[O:32])[C:4]2[CH2:5][C:6]([CH3:29])([CH3:28])[CH2:7][C:8](=[O:27])[C:9]=2[C:10]=1[CH2:11][C:12]1[CH:17]=[CH:16][CH:15]=[CH:14][C:13]=1[S:18]([N:21]1[CH2:26][CH2:25][O:24][CH2:23][CH2:22]1)(=[O:20])=[O:19], predict the reactants needed to synthesize it. The reactants are: [CH3:1][C:2]1[N:3]([CH2:30][C:31]([O:33]CC)=[O:32])[C:4]2[CH2:5][C:6]([CH3:29])([CH3:28])[CH2:7][C:8](=[O:27])[C:9]=2[C:10]=1[CH2:11][C:12]1[CH:17]=[CH:16][CH:15]=[CH:14][C:13]=1[S:18]([N:21]1[CH2:26][CH2:25][O:24][CH2:23][CH2:22]1)(=[O:20])=[O:19].[OH-].[Na+]. (3) Given the product [C:1]([O:5][C@@H:6]([C:10]1[C:19]([CH3:20])=[CH:18][C:17]2[C:12](=[CH:13][CH:14]=[C:15]([C:21]3[N:22]=[CH:23][N:40]([CH3:39])[CH:26]=3)[CH:16]=2)[C:11]=1[C:27]1[CH:28]=[CH:29][C:30]([Cl:33])=[CH:31][CH:32]=1)[C:7]([OH:9])=[O:8])([CH3:2])([CH3:4])[CH3:3], predict the reactants needed to synthesize it. The reactants are: [C:1]([O:5][C@@H:6]([C:10]1[C:19]([CH3:20])=[CH:18][C:17]2[C:12](=[CH:13][CH:14]=[C:15]([C:21]3[CH:26]=CC=[CH:23][N:22]=3)[CH:16]=2)[C:11]=1[C:27]1[CH:32]=[CH:31][C:30]([Cl:33])=[CH:29][CH:28]=1)[C:7]([OH:9])=[O:8])([CH3:4])([CH3:3])[CH3:2].C([Sn](CCCC)(CCCC)[C:39]1C=CC=C[N:40]=1)CCC. (4) The reactants are: Br[C:2]1[CH:3]=[N:4][C:5]([O:8][CH3:9])=[N:6][CH:7]=1.[CH3:10][O:11][C:12]1[CH:17]=[CH:16][C:15]([NH2:18])=[CH:14][CH:13]=1. Given the product [CH3:9][O:8][C:5]1[N:4]=[CH:3][C:2]([NH:18][C:15]2[CH:16]=[CH:17][C:12]([O:11][CH3:10])=[CH:13][CH:14]=2)=[CH:7][N:6]=1, predict the reactants needed to synthesize it. (5) Given the product [Cl:1][C:2]1[N:3]=[CH:4][N:5]([C:7]2[CH:12]=[CH:11][C:10]([NH:13][C:14]3[N:24]=[C:17]4[C:18]([C:31]5[CH:32]=[CH:33][C:28]([F:27])=[CH:29][CH:30]=5)([OH:23])[CH2:19][CH2:20][CH2:21][CH2:22][N:16]4[N:15]=3)=[CH:9][C:8]=2[O:25][CH3:26])[CH:6]=1, predict the reactants needed to synthesize it. The reactants are: [Cl:1][C:2]1[N:3]=[CH:4][N:5]([C:7]2[CH:12]=[CH:11][C:10]([NH:13][C:14]3[N:24]=[C:17]4[C:18](=[O:23])[CH2:19][CH2:20][CH2:21][CH2:22][N:16]4[N:15]=3)=[CH:9][C:8]=2[O:25][CH3:26])[CH:6]=1.[F:27][C:28]1[CH:33]=[CH:32][C:31]([Mg]Br)=[CH:30][CH:29]=1.C1COCC1. (6) Given the product [CH2:1]([C:9]1[CH:14]=[CH:13][C:12]([CH2:15][CH2:16][I:19])=[CH:11][CH:10]=1)[CH2:2][CH2:3][CH2:4][CH2:5][CH2:6][CH2:7][CH3:8], predict the reactants needed to synthesize it. The reactants are: [CH2:1]([C:9]1[CH:14]=[CH:13][C:12]([CH2:15][CH2:16]Br)=[CH:11][CH:10]=1)[CH2:2][CH2:3][CH2:4][CH2:5][CH2:6][CH2:7][CH3:8].[Na+].[I-:19].